From a dataset of Reaction yield outcomes from USPTO patents with 853,638 reactions. Predict the reaction yield, written as a fraction of the theoretical maximum amount of product (1.0 means a 100% yield; for example, 0.34 means a 34% yield). The reactants are [CH3:1][NH:2][C:3]1[CH:11]=[C:10]2[C:6]([C:7]([CH3:12])=[N:8][NH:9]2)=[CH:5][CH:4]=1.[Cl:13][C:14]1[N:19]=[CH:18][N:17]=[C:16]([NH:20][C:21]2[CH:26]=[CH:25][CH:24]=[C:23]([CH2:27][S:28]([CH3:31])(=[O:30])=[O:29])[CH:22]=2)[N:15]=1. The catalyst is C(O)(C)C. The product is [ClH:13].[CH3:1][N:2]([C:3]1[CH:11]=[C:10]2[C:6]([C:7]([CH3:12])=[N:8][NH:9]2)=[CH:5][CH:4]=1)[C:18]1[N:17]=[C:16]([NH:20][C:21]2[CH:26]=[CH:25][CH:24]=[C:23]([CH2:27][S:28]([CH3:31])(=[O:29])=[O:30])[CH:22]=2)[N:15]=[CH:14][N:19]=1. The yield is 0.420.